From a dataset of Catalyst prediction with 721,799 reactions and 888 catalyst types from USPTO. Predict which catalyst facilitates the given reaction. Reactant: [NH2:1][C@@H:2]1[CH2:7][CH2:6][CH2:5][N:4]([C:8]([O:10][C:11]([CH3:14])([CH3:13])[CH3:12])=[O:9])[CH2:3]1.[H-].[Na+].Cl[C:18]1[N:23]=[C:22]([C:24]2[C:32]3[C:27](=[CH:28][CH:29]=[C:30]([C:33]4[C:38]([F:39])=[CH:37][CH:36]=[CH:35][C:34]=4[F:40])[CH:31]=3)[N:26]([CH:41]3[CH2:46][CH2:45][CH2:44][CH2:43][O:42]3)[N:25]=2)[CH:21]=[CH:20][N:19]=1. Product: [F:39][C:38]1[CH:37]=[CH:36][CH:35]=[C:34]([F:40])[C:33]=1[C:30]1[CH:31]=[C:32]2[C:27](=[CH:28][CH:29]=1)[N:26]([CH:41]1[CH2:46][CH2:45][CH2:44][CH2:43][O:42]1)[N:25]=[C:24]2[C:22]1[CH:21]=[CH:20][N:19]=[C:18]([NH:1][C@@H:2]2[CH2:7][CH2:6][CH2:5][N:4]([C:8]([O:10][C:11]([CH3:14])([CH3:13])[CH3:12])=[O:9])[CH2:3]2)[N:23]=1. The catalyst class is: 3.